Dataset: Full USPTO retrosynthesis dataset with 1.9M reactions from patents (1976-2016). Task: Predict the reactants needed to synthesize the given product. Given the product [Cl:28][C:18]1[CH:17]=[CH:16][CH:15]=[C:14]2[C:19]=1[C:11]([S:8]([C:5]1[CH:6]=[CH:7][C:2]([Cl:1])=[CH:3][CH:4]=1)(=[O:9])=[O:10])=[C:12]([CH3:27])[N:13]2[CH2:21][C:22]([O:24][CH2:25][CH3:26])=[O:23], predict the reactants needed to synthesize it. The reactants are: [Cl:1][C:2]1[CH:7]=[CH:6][C:5]([S:8]([C:11]2[C:19]3[C:14](=[CH:15][CH:16]=[C:17](C)[CH:18]=3)[N:13]([CH2:21][C:22]([O:24][CH2:25][CH3:26])=[O:23])[C:12]=2[CH3:27])(=[O:10])=[O:9])=[CH:4][CH:3]=1.[Cl:28]C1C=CC(S(C2C3C(=CC=C(C)C=3)NC=2C)(=O)=O)=CC=1.